Dataset: Forward reaction prediction with 1.9M reactions from USPTO patents (1976-2016). Task: Predict the product of the given reaction. (1) The product is: [CH2:1]([N:8]1[C:16]([C:17]2[CH:18]=[C:19]([CH:20]=[CH:21][CH:22]=2)[O:34][C:35]2[CH:42]=[CH:41][CH:40]=[CH:39][C:36]=2[CH:37]=[O:38])=[C:15]2[C:10]([C:11]([C:24]([F:27])([F:26])[F:25])=[CH:12][CH:13]=[CH:14]2)=[N:9]1)[C:2]1[CH:7]=[CH:6][CH:5]=[CH:4][CH:3]=1. Given the reactants [CH2:1]([N:8]1[C:16]([C:17]2[CH:22]=[CH:21][CH:20]=[C:19](Br)[CH:18]=2)=[C:15]2[C:10]([C:11]([C:24]([F:27])([F:26])[F:25])=[CH:12][CH:13]=[CH:14]2)=[N:9]1)[C:2]1[CH:7]=[CH:6][CH:5]=[CH:4][CH:3]=1.C(=O)([O-])[O-].[Cs+].[Cs+].[OH:34][C:35]1[CH:42]=[CH:41][CH:40]=[CH:39][C:36]=1[CH:37]=[O:38], predict the reaction product. (2) Given the reactants [Br:1][C:2]1[CH:7]=[CH:6][C:5]([C:8]2[N:9]=[C:10]([CH2:13]O)[O:11][CH:12]=2)=[CH:4][CH:3]=1.S(Cl)(Cl)=O.[CH2:19]([O:21][C:22](=[O:32])[CH2:23][NH:24][CH2:25][C:26]1[CH:31]=[CH:30][CH:29]=[CH:28][CH:27]=1)[CH3:20].C(=O)([O-])[O-].[K+].[K+].[I-].[K+], predict the reaction product. The product is: [CH2:19]([O:21][C:22](=[O:32])[CH2:23][N:24]([CH2:25][C:26]1[CH:31]=[CH:30][CH:29]=[CH:28][CH:27]=1)[CH2:13][C:10]1[O:11][CH:12]=[C:8]([C:5]2[CH:4]=[CH:3][C:2]([Br:1])=[CH:7][CH:6]=2)[N:9]=1)[CH3:20]. (3) Given the reactants [CH3:1][O:2][C:3]1[CH:8]=[CH:7][C:6](B(O)O)=[C:5]([C:12]([F:15])([F:14])[F:13])[CH:4]=1.Cl[C:17]1[N:22]=[CH:21][C:20]([CH2:23][N:24]2[CH:29]=[C:28]3[N:30]=[C:31]([C:33]4[CH:38]=[CH:37][CH:36]=[C:35]([F:39])[C:34]=4[F:40])[N:32]=[C:27]3[CH:26]=[N:25]2)=[CH:19][CH:18]=1, predict the reaction product. The product is: [F:40][C:34]1[C:35]([F:39])=[CH:36][CH:37]=[CH:38][C:33]=1[C:31]1[N:32]=[C:27]2[CH:26]=[N:25][N:24]([CH2:23][C:20]3[CH:21]=[N:22][C:17]([C:6]4[CH:7]=[CH:8][C:3]([O:2][CH3:1])=[CH:4][C:5]=4[C:12]([F:15])([F:14])[F:13])=[CH:18][CH:19]=3)[CH:29]=[C:28]2[N:30]=1. (4) Given the reactants [Cl:1][C:2]1[CH:7]=[C:6]([F:8])[C:5]([N:9]2[C:14](=[O:15])[CH:13]=[C:12]([C:16]([F:19])([F:18])[F:17])[NH:11][C:10]2=[O:20])=[CH:4][C:3]=1[O:21][CH3:22].S(=O)(=O)(O)O.[N+:28]([O-])([OH:30])=[O:29], predict the reaction product. The product is: [Cl:1][C:2]1[CH:7]=[C:6]([F:8])[C:5]([N:9]2[C:14](=[O:15])[CH:13]=[C:12]([C:16]([F:18])([F:19])[F:17])[NH:11][C:10]2=[O:20])=[C:4]([N+:28]([O-:30])=[O:29])[C:3]=1[O:21][CH3:22]. (5) Given the reactants [Cl:1][C:2]1[CH:3]=[C:4]([C@@H:9]([OH:23])[C@@H:10]([NH:12][C:13](=[O:22])OCC2C=CC=CC=2)[CH3:11])[CH:5]=[CH:6][C:7]=1[F:8].C[Si]([N-][Si](C)(C)C)(C)C.[Na+].Br[CH2:35][C:36]1[CH:41]=[C:40]([C:42]([F:45])([F:44])[F:43])[CH:39]=[CH:38][C:37]=1[C:46]1[CH:47]=[C:48]([C:54]2[CH:59]=[CH:58][C:57]([C:60]([O:62]C)=[O:61])=[CH:56][C:55]=2[CH3:64])[CH:49]=[CH:50][C:51]=1[O:52][CH3:53].[OH-].[Na+].Cl, predict the reaction product. The product is: [Cl:1][C:2]1[CH:3]=[C:4]([C@H:9]2[O:23][C:13](=[O:22])[N:12]([CH2:35][C:36]3[CH:41]=[C:40]([C:42]([F:43])([F:44])[F:45])[CH:39]=[CH:38][C:37]=3[C:46]3[CH:47]=[C:48]([C:54]4[CH:59]=[CH:58][C:57]([C:60]([OH:62])=[O:61])=[CH:56][C:55]=4[CH3:64])[CH:49]=[CH:50][C:51]=3[O:52][CH3:53])[C@H:10]2[CH3:11])[CH:5]=[CH:6][C:7]=1[F:8]. (6) Given the reactants C(N(CC)CC)C.F[C:9]1[C:18]([CH3:19])=[C:17]2[C:12]([C:13](=[O:27])[C:14]([C:24]([OH:26])=[O:25])=[CH:15][N:16]2[C@@H:20]2[CH2:22][C@@H:21]2[F:23])=[CH:11][CH:10]=1.C(OC([NH:35][C@:36]12[CH2:44][NH:43][CH2:42][C@@H:41]1[CH2:40][CH2:39][CH2:38][CH2:37]2)=O)(C)(C)C, predict the reaction product. The product is: [NH2:35][C@:36]12[CH2:44][N:43]([C:9]3[C:18]([CH3:19])=[C:17]4[C:12]([C:13](=[O:27])[C:14]([C:24]([OH:26])=[O:25])=[CH:15][N:16]4[C@@H:20]4[CH2:22][C@@H:21]4[F:23])=[CH:11][CH:10]=3)[CH2:42][C@@H:41]1[CH2:40][CH2:39][CH2:38][CH2:37]2. (7) Given the reactants [Si:1]([O:18][CH2:19][C:20]1[C:25]([N:26]2[CH2:31][C@H:30]([CH3:32])[O:29][C@H:28]([CH3:33])[CH2:27]2)=[C:24]([F:34])[C:23]([F:35])=[CH:22][CH:21]=1)([C:14]([CH3:17])([CH3:16])[CH3:15])([C:8]1[CH:13]=[CH:12][CH:11]=[CH:10][CH:9]=1)[C:2]1[CH:7]=[CH:6][CH:5]=[CH:4][CH:3]=1.CON(C)[C:39]([C:41]1[S:45][CH:44]=[N:43][CH:42]=1)=[O:40], predict the reaction product. The product is: [Si:1]([O:18][CH2:19][C:20]1[C:25]([N:26]2[CH2:31][C@H:30]([CH3:32])[O:29][C@H:28]([CH3:33])[CH2:27]2)=[C:24]([F:34])[C:23]([F:35])=[C:22]([C:39]([C:41]2[S:45][CH:44]=[N:43][CH:42]=2)=[O:40])[CH:21]=1)([C:14]([CH3:16])([CH3:17])[CH3:15])([C:2]1[CH:7]=[CH:6][CH:5]=[CH:4][CH:3]=1)[C:8]1[CH:13]=[CH:12][CH:11]=[CH:10][CH:9]=1.